From a dataset of Full USPTO retrosynthesis dataset with 1.9M reactions from patents (1976-2016). Predict the reactants needed to synthesize the given product. (1) Given the product [CH3:8][C:7]1[C:2]([CH:13]=[O:14])=[N:3][CH:4]=[C:5]([C:9]([F:12])([F:10])[F:11])[CH:6]=1, predict the reactants needed to synthesize it. The reactants are: C[C:2]1([CH2:13][OH:14])[C:7]([CH3:8])=[CH:6][C:5]([C:9]([F:12])([F:11])[F:10])=[CH:4][NH:3]1. (2) Given the product [S:17]=[C:13]1[NH:1][C:2]2[CH:3]=[C:4]([C:5]([O:7][CH3:8])=[O:6])[CH:9]=[CH:10][C:11]=2[O:12]1, predict the reactants needed to synthesize it. The reactants are: [NH2:1][C:2]1[CH:3]=[C:4]([CH:9]=[CH:10][C:11]=1[OH:12])[C:5]([O:7][CH3:8])=[O:6].[C:13]([S-])(=[S:17])OCC.[K+]. (3) Given the product [C:2]1(=[O:1])[CH2:13][CH2:12][CH2:11][CH2:10][CH2:9][CH2:8][CH2:7][CH2:6][CH2:5][CH2:4][CH2:3]1, predict the reactants needed to synthesize it. The reactants are: [O:1]1[CH:3]2[CH2:4][CH2:5][CH2:6][CH2:7][CH2:8][CH2:9][CH2:10][CH2:11][CH2:12][CH2:13][CH:2]12.[Cl-].[Li+].CN1C(=O)N(C)CC1.